This data is from NCI-60 drug combinations with 297,098 pairs across 59 cell lines. The task is: Regression. Given two drug SMILES strings and cell line genomic features, predict the synergy score measuring deviation from expected non-interaction effect. Drug 1: C1=NC(=NC(=O)N1C2C(C(C(O2)CO)O)O)N. Drug 2: C1=NC2=C(N1)C(=S)N=CN2. Cell line: UACC-257. Synergy scores: CSS=23.6, Synergy_ZIP=-4.33, Synergy_Bliss=3.67, Synergy_Loewe=-2.38, Synergy_HSA=4.59.